Dataset: Reaction yield outcomes from USPTO patents with 853,638 reactions. Task: Predict the reaction yield, written as a fraction of the theoretical maximum amount of product (1.0 means a 100% yield; for example, 0.34 means a 34% yield). The reactants are CC1C2N=C(C3C=NC(OCCCC4CCN(C)CC4)=CC=3)NC=2C=CC=1.[CH3:28][C:29]1[CH:34]=[C:33]([O:35][CH2:36][CH2:37][CH2:38][CH:39]2[CH2:44][CH2:43][N:42]([CH3:45])[CH2:41][CH2:40]2)[N:32]=[CH:31][C:30]=1[CH:46]=O.[Cl:48][C:49]1[CH:54]=[C:53]([NH2:55])[C:52]([NH2:56])=[C:51]([CH3:57])[CH:50]=1. No catalyst specified. The product is [Cl:48][C:49]1[CH:50]=[C:51]([CH3:57])[C:52]2[N:56]=[C:46]([C:30]3[CH:31]=[N:32][C:33]([O:35][CH2:36][CH2:37][CH2:38][CH:39]4[CH2:44][CH2:43][N:42]([CH3:45])[CH2:41][CH2:40]4)=[CH:34][C:29]=3[CH3:28])[NH:55][C:53]=2[CH:54]=1. The yield is 0.300.